This data is from Full USPTO retrosynthesis dataset with 1.9M reactions from patents (1976-2016). The task is: Predict the reactants needed to synthesize the given product. (1) Given the product [Cl:14][C:15]1[CH:20]=[CH:19][C:18]([C:9]([C:8]([F:13])([F:12])[F:7])=[CH2:10])=[CH:17][C:16]=1[C:22]([F:25])([F:24])[F:23], predict the reactants needed to synthesize it. The reactants are: O1CCCC1.[Br-].[F:7][C:8]([F:13])([F:12])[C:9]([Zn+])=[CH2:10].[Cl:14][C:15]1[CH:20]=[CH:19][C:18](I)=[CH:17][C:16]=1[C:22]([F:25])([F:24])[F:23]. (2) Given the product [CH2:25]([O:24][C:23](=[O:31])[O:28][CH:29]([N:19]1[N:18]=[C:17]([C:21]#[N:22])[C:16]([C:8]2[CH:9]=[C:10]([C:12]([F:15])([F:14])[F:13])[CH:11]=[C:6]([C:3]3[CH:4]=[CH:5][S:1][CH:2]=3)[CH:7]=2)=[N:20]1)[CH3:30])[CH3:26], predict the reactants needed to synthesize it. The reactants are: [S:1]1[CH:5]=[CH:4][C:3]([C:6]2[CH:7]=[C:8]([C:16]3[N:20]=[N:19][NH:18][C:17]=3[C:21]#[N:22])[CH:9]=[C:10]([C:12]([F:15])([F:14])[F:13])[CH:11]=2)=[CH:2]1.[C:23](=[O:31])([O:28][CH2:29][CH3:30])[O:24][CH:25](Cl)[CH3:26].C(=O)(O)[O-].[Na+].O. (3) The reactants are: C(O[C:6](=O)[N:7]([C:9]1[CH:14]=[C:13]([CH3:15])[C:12]([CH2:16][CH2:17][S:18]([N:21]2[CH2:37][CH2:36][C:24]3([N:28]=[C:27]([CH2:29][CH2:30][CH2:31][CH2:32][CH:33]=[CH2:34])[NH:26][C:25]3=[O:35])[CH2:23][CH2:22]2)(=[O:20])=[O:19])=[C:11]([CH3:38])[CH:10]=1)C)(C)(C)C.FC(F)(F)C(O)=O. Given the product [CH3:15][C:13]1[CH:14]=[C:9]([NH:7][CH3:6])[CH:10]=[C:11]([CH3:38])[C:12]=1[CH2:16][CH2:17][S:18]([N:21]1[CH2:22][CH2:23][C:24]2([N:28]=[C:27]([CH2:29][CH2:30][CH2:31][CH2:32][CH:33]=[CH2:34])[NH:26][C:25]2=[O:35])[CH2:36][CH2:37]1)(=[O:19])=[O:20], predict the reactants needed to synthesize it. (4) The reactants are: [C:1](Cl)(=[O:6])[C:2]([CH3:5])([CH3:4])[CH3:3].[NH2:8][C:9]1[CH:14]=[CH:13][N:12]=[CH:11][CH:10]=1.C(N(CC)CC)C.O. Given the product [CH3:3][C:2]([CH3:5])([CH3:4])[C:1]([NH:8][C:9]1[CH:14]=[CH:13][N:12]=[CH:11][CH:10]=1)=[O:6], predict the reactants needed to synthesize it. (5) Given the product [Cl:43][C:44]1[CH:45]=[CH:46][C:47]2[N:53]3[C:54]([CH:57]([CH3:58])[CH3:59])=[N:55][N:56]=[C:52]3[CH:51]([CH2:60][C:61]([N:79]3[CH2:80][CH2:81][CH:76]([CH3:75])[CH2:77][CH2:78]3)=[O:62])[O:50][CH:49]([C:64]3[CH:69]=[CH:68][CH:67]=[C:66]([O:70][CH3:71])[C:65]=3[O:72][CH3:73])[C:48]=2[CH:74]=1, predict the reactants needed to synthesize it. The reactants are: C1CN([P+](ON2N=NC3C=CC=CC2=3)(N2CCCC2)N2CCCC2)CC1.F[P-](F)(F)(F)(F)F.C(N(CC)C(C)C)(C)C.[Cl:43][C:44]1[CH:45]=[CH:46][C:47]2[N:53]3[C:54]([CH:57]([CH3:59])[CH3:58])=[N:55][N:56]=[C:52]3[CH:51]([CH2:60][C:61](O)=[O:62])[O:50][CH:49]([C:64]3[CH:69]=[CH:68][CH:67]=[C:66]([O:70][CH3:71])[C:65]=3[O:72][CH3:73])[C:48]=2[CH:74]=1.[CH3:75][CH:76]1[CH2:81][CH2:80][NH:79][CH2:78][CH2:77]1. (6) Given the product [C:1]1([N:7]2[CH:16]=[C:15]([Sn:14]([CH2:10][CH2:11][CH2:12][CH3:13])([CH2:21][CH2:22][CH2:23][CH3:24])[CH2:17][CH2:18][CH2:19][CH3:20])[N:9]=[N:8]2)[CH:6]=[CH:5][CH:4]=[CH:3][CH:2]=1, predict the reactants needed to synthesize it. The reactants are: [C:1]1([N:7]=[N+:8]=[N-:9])[CH:6]=[CH:5][CH:4]=[CH:3][CH:2]=1.[CH2:10]([Sn:14]([CH2:21][CH2:22][CH2:23][CH3:24])([CH2:17][CH2:18][CH2:19][CH3:20])[C:15]#[CH:16])[CH2:11][CH2:12][CH3:13].C(N(CC)CC)C. (7) Given the product [CH3:1][O:2][C:3]1[CH:4]=[C:5]2[C:10](=[CH:11][C:12]=1[O:13][CH2:14][CH2:15][CH2:16][N:17]1[CH2:22][CH2:21][O:20][CH2:19][CH2:18]1)[N:9]=[CH:8][NH:7][C:6]2=[O:31], predict the reactants needed to synthesize it. The reactants are: [CH3:1][O:2][C:3]1[CH:4]=[C:5]2[C:10](=[CH:11][C:12]=1[O:13][CH2:14][CH2:15][CH2:16][N:17]1[CH2:22][CH2:21][O:20][CH2:19][CH2:18]1)[N:9]=[CH:8][N:7](COC(=O)C(C)(C)C)[C:6]2=[O:31].CO.N.